This data is from Forward reaction prediction with 1.9M reactions from USPTO patents (1976-2016). The task is: Predict the product of the given reaction. The product is: [Cl:15][C:16]1[C:17](=[O:30])[N:18]([C:23]2[CH:28]=[CH:27][CH:26]=[C:25]([CH3:29])[CH:24]=2)[N:19]=[CH:20][C:21]=1[N:8]([CH2:13][CH3:12])[CH2:4][CH3:3]. Given the reactants CC1[CH:3]=[C:4]([N:8]2[C:13](=O)[CH:12]=CC=N2)C=CC=1.[Cl:15][C:16]1[C:17](=[O:30])[N:18]([C:23]2[CH:28]=[CH:27][CH:26]=[C:25]([CH3:29])[CH:24]=2)[N:19]=[CH:20][C:21]=1Cl.[N-]=[N+]=[N-].[Na+].C(O)C, predict the reaction product.